Task: Predict the reactants needed to synthesize the given product.. Dataset: Full USPTO retrosynthesis dataset with 1.9M reactions from patents (1976-2016) Given the product [CH2:9]([NH:11][C:3](=[N:4][C:5]#[N:6])[S:2][CH3:1])[CH3:10], predict the reactants needed to synthesize it. The reactants are: [CH3:1][S:2][C:3](SC)=[N:4][C:5]#[N:6].[CH2:9]([NH2:11])[CH3:10].